From a dataset of Forward reaction prediction with 1.9M reactions from USPTO patents (1976-2016). Predict the product of the given reaction. (1) Given the reactants [C:1]([O:4][C:5]1[CH:10]=[C:9]([C:11](=[O:20])[NH:12][C:13]2[CH:18]=[CH:17][C:16]([OH:19])=[CH:15][CH:14]=2)[CH:8]=[C:7]([O:21][C:22](=[O:24])[CH3:23])[CH:6]=1)(=[O:3])[CH3:2].N1C=CC=CC=1.[C:31](OC(=O)C)(=[O:33])[CH3:32], predict the reaction product. The product is: [C:1]([O:4][C:5]1[CH:10]=[C:9]([C:11](=[O:20])[NH:12][C:13]2[CH:14]=[CH:15][C:16]([O:19][C:31](=[O:33])[CH3:32])=[CH:17][CH:18]=2)[CH:8]=[C:7]([O:21][C:22](=[O:24])[CH3:23])[CH:6]=1)(=[O:3])[CH3:2]. (2) Given the reactants [CH3:1][O:2][C:3]([C:5]1[S:6][C:7]([N+:11]([O-:13])=[O:12])=[C:8](Br)[CH:9]=1)=[O:4].[CH3:14][O:15][C:16]1[CH:17]=[C:18]([SH:22])[CH:19]=[CH:20][CH:21]=1.C([O-])([O-])=O.[Cs+].[Cs+], predict the reaction product. The product is: [CH3:1][O:2][C:3]([C:5]1[S:6][C:7]([N+:11]([O-:13])=[O:12])=[C:8]([S:22][C:18]2[CH:19]=[CH:20][CH:21]=[C:16]([O:15][CH3:14])[CH:17]=2)[CH:9]=1)=[O:4]. (3) Given the reactants [CH3:1][O:2][CH2:3][C:4]1[C:11]([F:12])=[C:10]([F:13])[C:7]([CH2:8][OH:9])=[C:6]([F:14])[C:5]=1[F:15].N1C=CC=CC=1.[CH3:22][C:23]([CH3:33])=[CH:24][CH:25]1[CH:27]([C:28](Cl)=[O:29])[C:26]1([CH3:32])[CH3:31], predict the reaction product. The product is: [CH3:22][C:23]([CH3:33])=[CH:24][CH:25]1[CH:27]([C:28]([O:9][CH2:8][C:7]2[C:6]([F:14])=[C:5]([F:15])[C:4]([CH2:3][O:2][CH3:1])=[C:11]([F:12])[C:10]=2[F:13])=[O:29])[C:26]1([CH3:32])[CH3:31].